Dataset: Reaction yield outcomes from USPTO patents with 853,638 reactions. Task: Predict the reaction yield, written as a fraction of the theoretical maximum amount of product (1.0 means a 100% yield; for example, 0.34 means a 34% yield). (1) The reactants are C(O)(=O)C.O.[Br:6][C:7]1[CH:12]=[C:11]([O:13][C:14]2[CH:19]=[CH:18][C:17]([O:20][CH3:21])=[CH:16][CH:15]=2)[C:10]([N+:22]([O-])=O)=[CH:9][C:8]=1[F:25]. The catalyst is C(OCC)(=O)C. The product is [Br:6][C:7]1[C:8]([F:25])=[CH:9][C:10]([NH2:22])=[C:11]([O:13][C:14]2[CH:15]=[CH:16][C:17]([O:20][CH3:21])=[CH:18][CH:19]=2)[CH:12]=1. The yield is 0.790. (2) The reactants are [NH2:1][C:2]1[C:3]([C:23]#[N:24])=[C:4]([CH:20]=[CH:21][CH:22]=1)[O:5][CH2:6][CH2:7][CH2:8][CH2:9][CH2:10][CH2:11][NH:12][C:13](=[O:19])[O:14][C:15]([CH3:18])([CH3:17])[CH3:16].[S:25](Cl)(=[O:28])(=[O:27])[NH2:26]. No catalyst specified. The product is [NH2:24][C:23]1[C:3]2[C:4]([O:5][CH2:6][CH2:7][CH2:8][CH2:9][CH2:10][CH2:11][NH:12][C:13](=[O:19])[O:14][C:15]([CH3:18])([CH3:17])[CH3:16])=[CH:20][CH:21]=[CH:22][C:2]=2[NH:1][S:25](=[O:28])(=[O:27])[N:26]=1. The yield is 0.595. (3) The reactants are N[C:2]1[N:6]([C:7]2[C:12]([F:13])=[CH:11][C:10]([C:14]([F:17])([F:16])[F:15])=[CH:9][C:8]=2[Cl:18])[N:5]=[C:4]([C:19]#[N:20])[C:3]=1[S:21]([C:23]([F:26])([F:25])[F:24])=[O:22].N(OCCC(C)C)=O.C(Br)(Br)[Br:36]. No catalyst specified. The product is [Br:36][C:2]1[N:6]([C:7]2[C:12]([F:13])=[CH:11][C:10]([C:14]([F:17])([F:16])[F:15])=[CH:9][C:8]=2[Cl:18])[N:5]=[C:4]([C:19]#[N:20])[C:3]=1[S:21]([C:23]([F:26])([F:25])[F:24])=[O:22]. The yield is 0.730. (4) The reactants are CN.O.[F:4][C:5]1[CH:13]=[C:12]([Cl:14])[C:11]([F:15])=[CH:10][C:6]=1[C:7](O)=[O:8].[C:16](N1C=CN=C1)([N:18]1C=CN=C1)=O. The catalyst is C1COCC1. The product is [CH3:16][NH:18][C:7](=[O:8])[C:6]1[CH:10]=[C:11]([F:15])[C:12]([Cl:14])=[CH:13][C:5]=1[F:4]. The yield is 0.827. (5) The reactants are [Br-].[C:2]1([PH+](C2C=CC=CC=2)C2C=CC=CC=2)C=CC=CC=1.[Li]CCCC.[Br:26][C:27]1[CH:28]=[C:29]2[C:33](=[CH:34][CH:35]=1)[C:32](=O)[CH2:31][CH2:30]2. The catalyst is CS(C)=O. The product is [Br:26][C:27]1[CH:28]=[C:29]2[C:33](=[CH:34][CH:35]=1)[C:32](=[CH2:2])[CH2:31][CH2:30]2. The yield is 0.590. (6) The reactants are [N:1]1([C:7]2[CH:12]=[CH:11][C:10]([S:13]([NH:16][C:17]3[S:21][N:20]=[CH:19][N:18]=3)(=[O:15])=[O:14])=[CH:9][CH:8]=2)[CH2:6][CH2:5][NH:4][CH2:3][CH2:2]1.[Cl:22][C:23]1[CH:24]=[C:25]2[C:30](=[CH:31][CH:32]=1)[N:29]([C@H:33]([CH3:37])[C:34](O)=[O:35])[CH2:28][CH2:27][CH2:26]2.CN(C(ON1N=NC2C=CC=NC1=2)=[N+](C)C)C.F[P-](F)(F)(F)(F)F.C(=O)(O)[O-].[Na+]. The catalyst is C(Cl)Cl.CN(C=O)C. The product is [Cl:22][C:23]1[CH:24]=[C:25]2[C:30](=[CH:31][CH:32]=1)[N:29]([C@H:33]([CH3:37])[C:34]([N:4]1[CH2:5][CH2:6][N:1]([C:7]3[CH:8]=[CH:9][C:10]([S:13]([NH:16][C:17]4[S:21][N:20]=[CH:19][N:18]=4)(=[O:15])=[O:14])=[CH:11][CH:12]=3)[CH2:2][CH2:3]1)=[O:35])[CH2:28][CH2:27][CH2:26]2. The yield is 0.610. (7) No catalyst specified. The yield is 0.260. The product is [OH:1][C@@:2]1([C:9]#[C:10][C:11]2[CH:12]=[C:13]([C:17]3[N:22]4[CH:23]=[CH:24][N:25]=[C:21]4[CH:20]=[C:19]([C:26]([NH2:31])=[O:28])[N:18]=3)[CH:14]=[CH:15][CH:16]=2)[CH2:6][CH2:5][N:4]([CH3:7])[C:3]1=[O:8]. The reactants are [OH:1][C@@:2]1([C:9]#[C:10][C:11]2[CH:12]=[C:13]([C:17]3[N:22]4[CH:23]=[CH:24][N:25]=[C:21]4[CH:20]=[C:19]([C:26]([O:28]CC)=O)[N:18]=3)[CH:14]=[CH:15][CH:16]=2)[CH2:6][CH2:5][N:4]([CH3:7])[C:3]1=[O:8].[NH3:31].